Dataset: Forward reaction prediction with 1.9M reactions from USPTO patents (1976-2016). Task: Predict the product of the given reaction. (1) Given the reactants [Cl:1][C:2]1[N:3]=[C:4]([C:9]([OH:11])=O)[NH:5][C:6]=1[CH2:7][CH3:8].S(Cl)(Cl)=O.[NH2:16][C:17]1[CH:22]=[CH:21][C:20]([C:23]2[O:24][CH:25]=[C:26]([C:28]([O:30][CH3:31])=[O:29])[N:27]=2)=[CH:19][C:18]=1[O:32][CH3:33], predict the reaction product. The product is: [Cl:1][C:2]1[N:3]=[C:4]([C:9]([NH:16][C:17]2[CH:22]=[CH:21][C:20]([C:23]3[O:24][CH:25]=[C:26]([C:28]([O:30][CH3:31])=[O:29])[N:27]=3)=[CH:19][C:18]=2[O:32][CH3:33])=[O:11])[NH:5][C:6]=1[CH2:7][CH3:8]. (2) Given the reactants [C:1]1(=[C:7]([C:18]2[CH:23]=[CH:22][C:21]([OH:24])=[CH:20][CH:19]=2)[C:8]2[CH:17]=[CH:16][C:11]([C:12]([O:14]C)=[O:13])=[CH:10][CH:9]=2)[CH2:6][CH2:5][CH2:4][CH2:3][CH2:2]1.[OH-].[Na+], predict the reaction product. The product is: [C:1]1(=[C:7]([C:18]2[CH:23]=[CH:22][C:21]([OH:24])=[CH:20][CH:19]=2)[C:8]2[CH:17]=[CH:16][C:11]([C:12]([OH:14])=[O:13])=[CH:10][CH:9]=2)[CH2:6][CH2:5][CH2:4][CH2:3][CH2:2]1. (3) Given the reactants [Cl-].O[NH3+:3].[C:4](=[O:7])([O-])[OH:5].[Na+].CS(C)=O.[CH2:13]([C:17]1[N:18]=[C:19]([CH3:47])[N:20]([CH2:39][C:40]2[CH:45]=[CH:44][C:43]([Cl:46])=[CH:42][CH:41]=2)[C:21](=[O:38])[C:22]=1[CH2:23][C:24]1[CH:29]=[CH:28][C:27]([C:30]2[C:31]([C:36]#[N:37])=[CH:32][CH:33]=[CH:34][CH:35]=2)=[CH:26][CH:25]=1)[CH2:14][CH2:15][CH3:16], predict the reaction product. The product is: [CH2:13]([C:17]1[N:18]=[C:19]([CH3:47])[N:20]([CH2:39][C:40]2[CH:45]=[CH:44][C:43]([Cl:46])=[CH:42][CH:41]=2)[C:21](=[O:38])[C:22]=1[CH2:23][C:24]1[CH:25]=[CH:26][C:27]([C:30]2[CH:35]=[CH:34][CH:33]=[CH:32][C:31]=2[C:36]2[NH:3][C:4](=[O:7])[O:5][N:37]=2)=[CH:28][CH:29]=1)[CH2:14][CH2:15][CH3:16]. (4) Given the reactants Cl[C:2]1[N:7]=[C:6]([N:8]2[CH2:13][CH2:12][O:11][CH2:10][CH2:9]2)[C:5]([N+:14]([O-:16])=[O:15])=[C:4]([CH3:17])[N:3]=1.[N+:18]([C:21]1[CH:22]=[C:23](B(O)O)[CH:24]=[CH:25][CH:26]=1)([O-:20])=[O:19], predict the reaction product. The product is: [CH3:17][C:4]1[N:3]=[C:2]([C:25]2[CH:24]=[CH:23][CH:22]=[C:21]([N+:18]([O-:20])=[O:19])[CH:26]=2)[N:7]=[C:6]([N:8]2[CH2:13][CH2:12][O:11][CH2:10][CH2:9]2)[C:5]=1[N+:14]([O-:16])=[O:15].